This data is from Catalyst prediction with 721,799 reactions and 888 catalyst types from USPTO. The task is: Predict which catalyst facilitates the given reaction. (1) Reactant: C[O:2][C:3](=[O:35])[CH2:4][C:5]1[N:6]=[C:7]([NH:11][C:12](=[O:34])[C:13]([O:25][C:26]2[CH:31]=[CH:30][C:29]([F:32])=[CH:28][C:27]=2[F:33])([C:15]2[CH:20]=[CH:19][C:18]([S:21]([CH3:24])(=[O:23])=[O:22])=[CH:17][CH:16]=2)[CH3:14])[S:8][C:9]=1[Cl:10].C(O)C.O.[OH-].[Li+]. Product: [Cl:10][C:9]1[S:8][C:7]([NH:11][C:12](=[O:34])[C:13]([O:25][C:26]2[CH:31]=[CH:30][C:29]([F:32])=[CH:28][C:27]=2[F:33])([C:15]2[CH:20]=[CH:19][C:18]([S:21]([CH3:24])(=[O:23])=[O:22])=[CH:17][CH:16]=2)[CH3:14])=[N:6][C:5]=1[CH2:4][C:3]([OH:35])=[O:2]. The catalyst class is: 1. (2) Reactant: O=[C:2]1[NH:6][C@H:5]([C:7]([O:9][C:10]([CH3:13])([CH3:12])[CH3:11])=[O:8])[CH2:4][C@H:3]1[CH2:14][CH2:15][CH2:16][C:17]1[CH:22]=[CH:21][CH:20]=[CH:19][CH:18]=1.COC1C=CC(P2(SP(C3C=CC(OC)=CC=3)(=S)S2)=[S:32])=CC=1. Product: [C:17]1([CH2:16][CH2:15][CH2:14][CH:3]2[C:2](=[S:32])[NH:6][C@H:5]([C:7]([O:9][C:10]([CH3:13])([CH3:12])[CH3:11])=[O:8])[CH2:4]2)[CH:22]=[CH:21][CH:20]=[CH:19][CH:18]=1. The catalyst class is: 48. (3) Reactant: [F:1][C:2]1[CH:3]=[C:4]([C:9]2[CH:14]=[CH:13][C:12]([CH2:15][CH2:16][C:17](O)=[O:18])=[CH:11][CH:10]=2)[CH:5]=[C:6]([F:8])[CH:7]=1.CC1(C)N([O])C(C)(C)CCC1.[Br-].[K+].Cl[O-].[Na+].C(=O)(O)[O-].[Na+]. Product: [F:1][C:2]1[CH:3]=[C:4]([C:9]2[CH:10]=[CH:11][C:12]([CH2:15][CH2:16][CH:17]=[O:18])=[CH:13][CH:14]=2)[CH:5]=[C:6]([F:8])[CH:7]=1. The catalyst class is: 4.